This data is from Forward reaction prediction with 1.9M reactions from USPTO patents (1976-2016). The task is: Predict the product of the given reaction. (1) Given the reactants C(OC(=O)[N:10]([CH2:18][CH2:19][CH2:20][C@@H:21]([NH:29][C:30]([NH:32][C:33]1[CH:38]=[CH:37][C:36]([C:39]2[CH:44]=[CH:43][CH:42]=[CH:41][CH:40]=2)=[CH:35][CH:34]=1)=[O:31])[CH2:22][C:23]1[CH:28]=[CH:27][CH:26]=[CH:25][CH:24]=1)[CH2:11][CH2:12][N:13]1[CH2:17][CH2:16][CH2:15][CH2:14]1)C1C=CC=CC=1.C(OC(=O)N(CCC[C@@H](NC(OC(C)(C)C)=O)CC1C=CC=CC=1)CCN1CCCC1)C1C=CC=CC=1.Cl, predict the reaction product. The product is: [CH2:22]([C@H:21]([NH:29][C:30]([NH:32][C:33]1[CH:34]=[CH:35][C:36]([C:39]2[CH:40]=[CH:41][CH:42]=[CH:43][CH:44]=2)=[CH:37][CH:38]=1)=[O:31])[CH2:20][CH2:19][CH2:18][NH:10][CH2:11][CH2:12][N:13]1[CH2:17][CH2:16][CH2:15][CH2:14]1)[C:23]1[CH:28]=[CH:27][CH:26]=[CH:25][CH:24]=1. (2) The product is: [ClH:35].[O:33]=[C:9]1[CH:10]=[C:11]([C:14]2[C:23]3[C:18](=[CH:19][C:20]([O:29][CH3:30])=[C:21]4[O:26][C:25]([CH3:28])([CH3:27])[CH2:24][C:22]4=3)[CH2:17][C:16]([CH3:31])([CH3:32])[N:15]=2)[CH:12]=[CH:13][N:8]1[CH2:7][C:6]([OH:34])=[O:5]. Given the reactants CC([O:5][C:6](=[O:34])[CH2:7][N:8]1[CH:13]=[CH:12][C:11]([C:14]2[C:23]3[C:18](=[CH:19][C:20]([O:29][CH3:30])=[C:21]4[O:26][C:25]([CH3:28])([CH3:27])[CH2:24][C:22]4=3)[CH2:17][C:16]([CH3:32])([CH3:31])[N:15]=2)=[CH:10][C:9]1=[O:33])(C)C.[ClH:35], predict the reaction product. (3) Given the reactants FC(F)(F)C(O)=O.[NH:8]1[CH2:12][CH2:11][CH2:10][CH:9]1[CH2:13][NH:14][C:15]([C:17]1[S:18][C:19]([Cl:22])=[CH:20][CH:21]=1)=[O:16].[N+](C1C=CC([O:32][C:33](=O)[NH:34][C:35]2[CH:40]=[CH:39][C:38]([N:41]3[CH:46]=[CH:45][CH:44]=[CH:43][C:42]3=[O:47])=[CH:37][C:36]=2[F:48])=CC=1)([O-])=O, predict the reaction product. The product is: [F:48][C:36]1[CH:37]=[C:38]([N:41]2[CH:46]=[CH:45][CH:44]=[CH:43][C:42]2=[O:47])[CH:39]=[CH:40][C:35]=1[NH:34][C:33]([N:8]1[CH2:12][CH2:11][CH2:10][CH:9]1[CH2:13][NH:14][C:15]([C:17]1[S:18][C:19]([Cl:22])=[CH:20][CH:21]=1)=[O:16])=[O:32]. (4) Given the reactants [Br:1][C:2]1[CH:7]=[CH:6][CH:5]=[C:4]([Br:8])[C:3]=1[F:9].[B:10]1([B:10]2[O:14][C:13]([CH3:16])([CH3:15])[C:12]([CH3:18])([CH3:17])[O:11]2)[O:14][C:13]([CH3:16])([CH3:15])[C:12]([CH3:18])([CH3:17])[O:11]1.CC(=O)OCC, predict the reaction product. The product is: [Br:1][C:2]1[CH:7]=[C:6]([B:10]2[O:14][C:13]([CH3:16])([CH3:15])[C:12]([CH3:18])([CH3:17])[O:11]2)[CH:5]=[C:4]([Br:8])[C:3]=1[F:9]. (5) Given the reactants [C:1](=[O:25])([O:3][CH2:4][C@H:5]([C:7]1[N:16]=[CH:15][C:14]2[C:9](=[CH:10][CH:11]=[C:12]([O:17][CH2:18][CH2:19][CH2:20][CH2:21][CH2:22][CH2:23][CH3:24])[CH:13]=2)[N:8]=1)[CH3:6])[NH2:2].C1(C)C=CC=CC=1.[O-2].[Mg+2].C(O)(=O)C.C(O)(=O)C.IC1C=CC=CC=1, predict the reaction product. The product is: [CH2:18]([O:17][C:12]1[CH:13]=[C:14]2[C:9](=[CH:10][CH:11]=1)[N:8]=[C:7]([C@:5]1([CH3:6])[CH2:4][O:3][C:1](=[O:25])[NH:2]1)[N:16]=[CH:15]2)[CH2:19][CH2:20][CH2:21][CH2:22][CH2:23][CH3:24].[C:1](=[O:25])([O:3][CH2:4][C@H:5]([C:7]1[N:16]=[CH:15][C:14]2[C:9](=[CH:10][CH:11]=[C:12]([O:17][CH2:18][CH2:19][CH2:20][CH2:21][CH2:22][CH2:23][CH3:24])[CH:13]=2)[N:8]=1)[CH3:6])[NH2:2].